This data is from Reaction yield outcomes from USPTO patents with 853,638 reactions. The task is: Predict the reaction yield, written as a fraction of the theoretical maximum amount of product (1.0 means a 100% yield; for example, 0.34 means a 34% yield). (1) The reactants are [CH3:1][O:2][C:3](=[O:20])[C:4](=[CH:9][C:10]1[CH:11]=[C:12]2[C:16](=[C:17]([CH3:19])[CH:18]=1)[NH:15][N:14]=[CH:13]2)[CH2:5][C:6]([OH:8])=[O:7].C. The catalyst is C(OCC)(=O)C.CO. The product is [CH3:1][O:2][C:3](=[O:20])[CH:4]([CH2:9][C:10]1[CH:11]=[C:12]2[C:16](=[C:17]([CH3:19])[CH:18]=1)[NH:15][N:14]=[CH:13]2)[CH2:5][C:6]([OH:8])=[O:7]. The yield is 1.00. (2) The reactants are [S:1]1[CH:5]=[CH:4][CH:3]=[C:2]1[C:6](Cl)=[O:7].[C:9]([O:13][C:14]([N:16]1[CH2:21][CH2:20][NH:19][CH2:18][CH2:17]1)=[O:15])([CH3:12])([CH3:11])[CH3:10]. The catalyst is CN(C1C=CN=CC=1)C.N1C=CC=CC=1. The product is [C:9]([O:13][C:14]([N:16]1[CH2:21][CH2:20][N:19]([C:6]([C:2]2[S:1][CH:5]=[CH:4][CH:3]=2)=[O:7])[CH2:18][CH2:17]1)=[O:15])([CH3:12])([CH3:10])[CH3:11]. The yield is 0.880. (3) The reactants are [N+:1]([C:4]1[CH:5]=[C:6]([CH:10]=[C:11]([N+:13]([O-:15])=[O:14])[CH:12]=1)[C:7](Cl)=[O:8])([O-:3])=[O:2].[CH3:16][O:17][C:18]1[CH:62]=[C:61]([O:63][CH3:64])[CH:60]=[C:59]([O:65][CH3:66])[C:19]=1[CH:20]=[CH:21][CH:22]([S:32]([CH:35]([CH:45]=[CH:46][C:47]1[C:52]([O:53][CH3:54])=[CH:51][C:50]([O:55][CH3:56])=[CH:49][C:48]=1[O:57][CH3:58])[C:36]1[CH:41]=[CH:40][C:39]([O:42][CH3:43])=[C:38]([NH2:44])[CH:37]=1)(=[O:34])=[O:33])[C:23]1[CH:28]=[CH:27][C:26]([O:29][CH3:30])=[C:25]([NH2:31])[CH:24]=1. The catalyst is O1CCCC1. The product is [CH3:66][O:65][C:59]1[CH:60]=[C:61]([O:63][CH3:64])[CH:62]=[C:18]([O:17][CH3:16])[C:19]=1/[CH:20]=[CH:21]/[CH:22]([S:32]([CH:35](/[CH:45]=[CH:46]/[C:47]1[C:48]([O:57][CH3:58])=[CH:49][C:50]([O:55][CH3:56])=[CH:51][C:52]=1[O:53][CH3:54])[C:36]1[CH:41]=[CH:40][C:39]([O:42][CH3:43])=[C:38]([NH:44][C:7](=[O:8])[C:6]2[CH:5]=[C:4]([N+:1]([O-:3])=[O:2])[CH:12]=[C:11]([N+:13]([O-:15])=[O:14])[CH:10]=2)[CH:37]=1)(=[O:34])=[O:33])[C:23]1[CH:28]=[CH:27][C:26]([O:29][CH3:30])=[C:25]([NH:31][C:7](=[O:8])[C:6]2[CH:5]=[C:4]([N+:1]([O-:3])=[O:2])[CH:12]=[C:11]([N+:13]([O-:15])=[O:14])[CH:10]=2)[CH:24]=1. The yield is 0.800. (4) The reactants are [I:1]I.[CH2:3]([NH:10][C:11]1[CH:16]=[C:15]([CH3:17])[N:14]=[C:13]([NH2:18])[N:12]=1)[C:4]1[CH:9]=[CH:8][CH:7]=[CH:6][CH:5]=1. The catalyst is CO. The product is [CH2:3]([NH:10][C:11]1[C:16]([I:1])=[C:15]([CH3:17])[N:14]=[C:13]([NH2:18])[N:12]=1)[C:4]1[CH:5]=[CH:6][CH:7]=[CH:8][CH:9]=1. The yield is 0.850. (5) The reactants are [CH2:1]([O:4][N:5]([C@H:18]1[CH2:23][NH:22][C@H:21]([C:24]([NH2:26])=[O:25])[C:20]([CH3:27])=[CH:19]1)S(C1C=CC=CC=1[N+]([O-])=O)(=O)=O)[CH:2]=[CH2:3].C(=O)([O-])[O-].[K+].[K+].C1(S)C=CC=CC=1. The catalyst is C(#N)C. The product is [CH2:1]([O:4][NH:5][C@H:18]1[CH2:23][NH:22][C@H:21]([C:24]([NH2:26])=[O:25])[C:20]([CH3:27])=[CH:19]1)[CH:2]=[CH2:3]. The yield is 0.709.